Dataset: Catalyst prediction with 721,799 reactions and 888 catalyst types from USPTO. Task: Predict which catalyst facilitates the given reaction. (1) Reactant: [C:1]([OH:5])([CH3:4])([CH3:3])[CH3:2].[CH3:6][C:7]([CH3:10])([O-:9])[CH3:8].[K+].[C:12]1([CH3:18])[CH:17]=[CH:16][CH:15]=[CH:14]C=1.[N-:19]=[C:20]=[O:21].CC([O:26]C)(C)C. Product: [C:1]([O:5][C:20]([NH:19][C:15]1([C:14]([O:9][C:7]([CH3:10])([CH3:8])[CH3:6])=[O:26])[CH2:16][CH:17]=[CH:12][CH2:18]1)=[O:21])([CH3:4])([CH3:3])[CH3:2]. The catalyst class is: 6. (2) Reactant: [Br:1][C:2]1[CH:3]=[C:4]2[NH:10][CH:9]=[CH:8][C:5]2=[N:6][CH:7]=1.[F:11][C:12]1[CH:17]=[CH:16][C:15](I)=[CH:14][CH:13]=1.C([O-])([O-])=O.[Cs+].[Cs+].CN[C@H]1CCCC[C@@H]1NC. Product: [Br:1][C:2]1[CH:3]=[C:4]2[N:10]([C:15]3[CH:16]=[CH:17][C:12]([F:11])=[CH:13][CH:14]=3)[CH:9]=[CH:8][C:5]2=[N:6][CH:7]=1. The catalyst class is: 185. (3) Reactant: [C:1]1([CH:7]([NH2:15])[CH2:8][C:9]2[CH:14]=[CH:13][CH:12]=[CH:11][CH:10]=2)[CH:6]=[CH:5][CH:4]=[CH:3][CH:2]=1.Cl[CH2:17][CH2:18][N:19]=[C:20]=[S:21]. Product: [C:1]1([CH:7]([NH:15][C:20]2[S:21][CH2:17][CH2:18][N:19]=2)[CH2:8][C:9]2[CH:10]=[CH:11][CH:12]=[CH:13][CH:14]=2)[CH:6]=[CH:5][CH:4]=[CH:3][CH:2]=1. The catalyst class is: 4. (4) Reactant: Cl.Cl.C([O:11][CH2:12][CH2:13][O:14][CH2:15][CH2:16][N:17]1[C:25]2[C:24]([NH:26][C:27]3[CH:32]=[CH:31][C:30]([O:33][C:34]4[CH:39]=[CH:38][CH:37]=[C:36]([NH2:40])[CH:35]=4)=[C:29]([Cl:41])[CH:28]=3)=[N:23][CH:22]=[N:21][C:20]=2[CH:19]=[CH:18]1)(=O)C1C=CC=CC=1.C(O)(=O)C.[CH:46](=O)[C:47]([CH3:50])([CH3:49])[CH3:48].C(O[BH-](OC(=O)C)OC(=O)C)(=O)C.[Na+]. Product: [Cl:41][C:29]1[CH:28]=[C:27]([NH:26][C:24]2[C:25]3[N:17]([CH2:16][CH2:15][O:14][CH2:13][CH2:12][OH:11])[CH:18]=[CH:19][C:20]=3[N:21]=[CH:22][N:23]=2)[CH:32]=[CH:31][C:30]=1[O:33][C:34]1[CH:39]=[CH:38][CH:37]=[C:36]([NH:40][CH2:46][C:47]([CH3:50])([CH3:49])[CH3:48])[CH:35]=1. The catalyst class is: 46. (5) Reactant: [F:1][C:2]([F:11])([F:10])[C:3]1[C:4]([NH2:9])=[N:5][CH:6]=[CH:7][CH:8]=1.Cl[CH2:13][C:14](=O)[CH3:15].C(=O)(O)[O-].[Na+].[I-].[Na+]. Product: [CH3:15][C:14]1[N:9]=[C:4]2[C:3]([C:2]([F:1])([F:10])[F:11])=[CH:8][CH:7]=[CH:6][N:5]2[CH:13]=1. The catalyst class is: 8. (6) The catalyst class is: 13. Product: [Br:1][C:2]1[CH:3]=[N:4][C:5]([NH:14][CH3:13])=[C:6]([CH:11]=1)[C:7]([O:9][CH3:10])=[O:8]. Reactant: [Br:1][C:2]1[CH:3]=[N:4][C:5](Cl)=[C:6]([CH:11]=1)[C:7]([O:9][CH3:10])=[O:8].[CH3:13][NH2:14].C1COCC1. (7) The catalyst class is: 545. Product: [F:6][C:7]1[CH:30]=[CH:29][C:10]([CH2:11][C:12]2[S:13][C:14]([C:20]3[C:25]([Cl:26])=[CH:24][N:23]=[C:22]([S:27][CH3:28])[N:21]=3)=[CH:15][C:16]=2[CH2:17][CH2:18][N:40]2[CH2:45][CH2:44][O:43][CH2:42][CH2:41]2)=[CH:9][CH:8]=1. Reactant: CS(Cl)(=O)=O.[F:6][C:7]1[CH:30]=[CH:29][C:10]([CH2:11][C:12]2[S:13][C:14]([C:20]3[C:25]([Cl:26])=[CH:24][N:23]=[C:22]([S:27][CH3:28])[N:21]=3)=[CH:15][C:16]=2[CH2:17][CH2:18]O)=[CH:9][CH:8]=1.C(N(C(C)C)CC)(C)C.[NH:40]1[CH2:45][CH2:44][O:43][CH2:42][CH2:41]1. (8) Reactant: [C:1]([O:5][C:6]([N:8]1[CH2:13][CH:12]=[C:11]([C:14]2[CH:41]=[C:17]3[CH2:18][N:19]([C:23]([O:25][CH2:26][C:27]4[CH:32]=[C:31]([C:33]([F:36])([F:35])[F:34])[CH:30]=[C:29]([C:37]([F:40])([F:39])[F:38])[CH:28]=4)=[O:24])[CH2:20][CH2:21][CH2:22][N:16]3[N:15]=2)[CH2:10][CH2:9]1)=[O:7])([CH3:4])([CH3:3])[CH3:2].[H][H]. Product: [C:1]([O:5][C:6]([N:8]1[CH2:9][CH2:10][CH:11]([C:14]2[CH:41]=[C:17]3[CH2:18][N:19]([C:23]([O:25][CH2:26][C:27]4[CH:28]=[C:29]([C:37]([F:38])([F:39])[F:40])[CH:30]=[C:31]([C:33]([F:34])([F:36])[F:35])[CH:32]=4)=[O:24])[CH2:20][CH2:21][CH2:22][N:16]3[N:15]=2)[CH2:12][CH2:13]1)=[O:7])([CH3:4])([CH3:2])[CH3:3]. The catalyst class is: 63.